From a dataset of Catalyst prediction with 721,799 reactions and 888 catalyst types from USPTO. Predict which catalyst facilitates the given reaction. (1) Reactant: [NH2:1][C:2]1[CH:7]=[C:6]([O:8][C:9]2[CH:14]=[CH:13][C:12]([N+:15]([O-:17])=[O:16])=[CH:11][C:10]=2[Cl:18])[CH:5]=[CH:4][N:3]=1.C(N(CC)CC)C.Cl[C:27]([O:29][C:30]1[CH:35]=[CH:34][CH:33]=[CH:32][CH:31]=1)=[O:28]. Product: [Cl:18][C:10]1[CH:11]=[C:12]([N+:15]([O-:17])=[O:16])[CH:13]=[CH:14][C:9]=1[O:8][C:6]1[CH:5]=[CH:4][N:3]=[C:2]([NH:1][C:27]([O:29][C:30]2[CH:35]=[CH:34][CH:33]=[CH:32][CH:31]=2)=[O:28])[CH:7]=1. The catalyst class is: 7. (2) Reactant: C[N:2]([C:7](=[O:32])[C:8]1[CH:13]=[CH:12][C:11]([C:14]2[CH2:18][C:17]([C:23]3[CH:28]=[C:27]([Cl:29])[CH:26]=[C:25]([Cl:30])[CH:24]=3)([C:19]([F:22])([F:21])[F:20])[O:16][N:15]=2)=[CH:10][C:9]=1[CH3:31])[CH2:3][C:4]([OH:6])=[O:5].[OH-].[K+].Cl. Product: [Cl:30][C:25]1[CH:24]=[C:23]([C:17]2([C:19]([F:21])([F:20])[F:22])[O:16][N:15]=[C:14]([C:11]3[CH:12]=[CH:13][C:8]([C:7]([NH:2][CH2:3][C:4]([OH:6])=[O:5])=[O:32])=[C:9]([CH3:31])[CH:10]=3)[CH2:18]2)[CH:28]=[C:27]([Cl:29])[CH:26]=1. The catalyst class is: 24. (3) Reactant: [N:1]([C:4]1[CH:9]=[CH:8][C:7]([OH:10])=[CH:6][C:5]=1[CH3:11])=[C:2]=[S:3].N1C=CN=C1.[C:17]([Si:21](Cl)([CH3:23])[CH3:22])([CH3:20])([CH3:19])[CH3:18]. Product: [C:17]([Si:21]([O:10][C:7]1[CH:8]=[CH:9][C:4]([N:1]=[C:2]=[S:3])=[C:5]([CH3:11])[CH:6]=1)([CH3:23])[CH3:22])([CH3:20])([CH3:19])[CH3:18]. The catalyst class is: 18. (4) Reactant: [Cl:1][C:2]1[CH:7]=[CH:6][C:5]([C:8]2[N:9]=[CH:10][C:11]([C:21](Cl)=[O:22])=[N:12][C:13]=2[C:14]2[CH:19]=[CH:18][C:17]([Cl:20])=[CH:16][CH:15]=2)=[CH:4][CH:3]=1.[OH:24][N:25]1[CH2:30][CH2:29][CH2:28][CH2:27][CH2:26]1. Product: [Cl:1][C:2]1[CH:7]=[CH:6][C:5]([C:8]2[C:13]([C:14]3[CH:19]=[CH:18][C:17]([Cl:20])=[CH:16][CH:15]=3)=[N:12][C:11]([C:21]([O:24][N:25]3[CH2:30][CH2:29][CH2:28][CH2:27][CH2:26]3)=[O:22])=[CH:10][N:9]=2)=[CH:4][CH:3]=1. The catalyst class is: 202. (5) Reactant: Br[CH2:2][CH2:3][CH2:4][CH2:5][CH2:6][CH2:7][CH:8]=[CH2:9].[I-:10].[Na+]. Product: [I:10][CH2:2][CH2:3][CH2:4][CH2:5][CH2:6][CH2:7][CH:8]=[CH2:9]. The catalyst class is: 21. (6) Reactant: C1([O:7][C:8]2C=CC=CC=2)C=CC=CC=1.[N:14](CCCC)(CCCC)CCCC.[C:27]1([C:33]2[O:37][C:36](/[CH:38]=[CH:39]/C(N=[N+]=[N-])=O)=[CH:35][CH:34]=2)[CH:32]=[CH:31][CH:30]=[CH:29][CH:28]=1. Product: [C:27]1([C:33]2[O:37][C:36]3[CH:38]=[CH:39][NH:14][C:8](=[O:7])[C:35]=3[CH:34]=2)[CH:28]=[CH:29][CH:30]=[CH:31][CH:32]=1. The catalyst class is: 2.